From a dataset of Peptide-MHC class I binding affinity with 185,985 pairs from IEDB/IMGT. Regression. Given a peptide amino acid sequence and an MHC pseudo amino acid sequence, predict their binding affinity value. This is MHC class I binding data. (1) The binding affinity (normalized) is 0.134. The MHC is HLA-B54:01 with pseudo-sequence HLA-B54:01. The peptide sequence is FPVKPQVPLR. (2) The peptide sequence is DPSMLRTTA. The MHC is HLA-B27:05 with pseudo-sequence HLA-B27:05. The binding affinity (normalized) is 0.0847. (3) The binding affinity (normalized) is 0.0847. The MHC is HLA-B46:01 with pseudo-sequence HLA-B46:01. The peptide sequence is HIDPMWKVL. (4) The peptide sequence is LLAMTFWPA. The binding affinity (normalized) is 0.0847. The MHC is HLA-B57:01 with pseudo-sequence HLA-B57:01. (5) The binding affinity (normalized) is 0. The MHC is HLA-A29:02 with pseudo-sequence HLA-A29:02. The peptide sequence is AWPLIVTAL. (6) The peptide sequence is LVKMINHLK. The binding affinity (normalized) is 0.474. The MHC is HLA-A03:01 with pseudo-sequence HLA-A03:01.